From a dataset of Reaction yield outcomes from USPTO patents with 853,638 reactions. Predict the reaction yield, written as a fraction of the theoretical maximum amount of product (1.0 means a 100% yield; for example, 0.34 means a 34% yield). (1) The reactants are [CH2:1]([C:5]1[CH:6]=[C:7]([CH:10]=[CH:11][CH:12]=1)[C:8]#[N:9])[CH2:2][C:3]#[CH:4].Br[C:14]1[S:15][CH:16]=[C:17]([C:19]2[CH:24]=[CH:23][CH:22]=[CH:21][CH:20]=2)[N:18]=1.CCN(CC)CC. The catalyst is CN(C=O)C.[Cu](I)I.C1C=CC([P]([Pd]([P](C2C=CC=CC=2)(C2C=CC=CC=2)C2C=CC=CC=2)([P](C2C=CC=CC=2)(C2C=CC=CC=2)C2C=CC=CC=2)[P](C2C=CC=CC=2)(C2C=CC=CC=2)C2C=CC=CC=2)(C2C=CC=CC=2)C2C=CC=CC=2)=CC=1. The product is [C:19]1([C:17]2[N:18]=[C:14]([C:4]#[C:3][CH2:2][CH2:1][C:5]3[CH:6]=[C:7]([CH:10]=[CH:11][CH:12]=3)[C:8]#[N:9])[S:15][CH:16]=2)[CH:20]=[CH:21][CH:22]=[CH:23][CH:24]=1. The yield is 0.500. (2) The reactants are [Cl-].O[NH3+:3].[C:4](=[O:7])([O-])[OH:5].[Na+].CS(C)=O.[CH3:13][O:14][C:15]1[CH:16]=[C:17]([N:23]2[C:28](=[O:29])[C:27]([CH2:30][C:31]3[CH:36]=[CH:35][C:34]([C:37]4[C:38]([C:43]#[N:44])=[CH:39][CH:40]=[CH:41][CH:42]=4)=[CH:33][CH:32]=3)=[C:26]([CH2:45][CH2:46][CH3:47])[N:25]3[N:48]=[CH:49][N:50]=[C:24]23)[CH:18]=[CH:19][C:20]=1[O:21][CH3:22]. The catalyst is C(OCC)(=O)C. The product is [CH3:13][O:14][C:15]1[CH:16]=[C:17]([N:23]2[C:28](=[O:29])[C:27]([CH2:30][C:31]3[CH:36]=[CH:35][C:34]([C:37]4[CH:42]=[CH:41][CH:40]=[CH:39][C:38]=4[C:43]4[NH:3][C:4](=[O:7])[O:5][N:44]=4)=[CH:33][CH:32]=3)=[C:26]([CH2:45][CH2:46][CH3:47])[N:25]3[N:48]=[CH:49][N:50]=[C:24]23)[CH:18]=[CH:19][C:20]=1[O:21][CH3:22]. The yield is 0.630. (3) The reactants are I[C:2]1[CH:8]=[C:7]([C:9]([F:12])([F:11])[F:10])[CH:6]=[CH:5][C:3]=1[NH2:4].[CH2:13]([Si:15]([CH2:23][CH3:24])([CH2:21][CH3:22])[C:16]#[C:17][CH2:18][CH2:19][OH:20])[CH3:14].[Cl-].[Li+].C(=O)([O-])[O-].[Na+].[Na+]. The catalyst is CN(C=O)C.C1(P([C-]2C=CC=C2)C2C=CC=CC=2)C=CC=CC=1.[C-]1(P(C2C=CC=CC=2)C2C=CC=CC=2)C=CC=C1.[Fe+2].[Pd](Cl)Cl. The product is [CH2:23]([Si:15]([CH2:13][CH3:14])([CH2:21][CH3:22])[C:16]1[NH:4][C:3]2[C:2]([C:17]=1[CH2:18][CH2:19][OH:20])=[CH:8][C:7]([C:9]([F:12])([F:11])[F:10])=[CH:6][CH:5]=2)[CH3:24]. The yield is 0.610.